From a dataset of NCI-60 drug combinations with 297,098 pairs across 59 cell lines. Regression. Given two drug SMILES strings and cell line genomic features, predict the synergy score measuring deviation from expected non-interaction effect. (1) Drug 1: CC1=CC=C(C=C1)C2=CC(=NN2C3=CC=C(C=C3)S(=O)(=O)N)C(F)(F)F. Drug 2: CC1=C(C(=O)C2=C(C1=O)N3CC4C(C3(C2COC(=O)N)OC)N4)N. Cell line: HCT116. Synergy scores: CSS=23.8, Synergy_ZIP=3.59, Synergy_Bliss=4.75, Synergy_Loewe=-31.1, Synergy_HSA=-2.84. (2) Drug 1: C1=NC2=C(N1)C(=S)N=CN2. Cell line: NCI-H322M. Drug 2: CCCCCOC(=O)NC1=NC(=O)N(C=C1F)C2C(C(C(O2)C)O)O. Synergy scores: CSS=-2.62, Synergy_ZIP=2.13, Synergy_Bliss=7.58, Synergy_Loewe=1.55, Synergy_HSA=1.46.